Dataset: Forward reaction prediction with 1.9M reactions from USPTO patents (1976-2016). Task: Predict the product of the given reaction. (1) The product is: [O:57]1[C:21]2[CH:22]=[CH:23][C:11]([C:12]3[CH:13]=[C:14]([CH:15]=[CH:16][C:17]=3[O:51][CH3:48])[CH2:29][C:6]3[C:2]([CH3:1])=[N:3][O:4][C:5]=3[CH3:10])=[CH:18][C:19]=2[O:20][CH2:56]1. Given the reactants [CH3:1][C:2]1[C:6](B(O)O)=[C:5]([CH3:10])[O:4][N:3]=1.[CH:11](=[CH:18][C:19]([CH:21]=[CH:22][C:23]1C=CC=CC=1)=[O:20])[C:12]1[CH:17]=[CH:16][CH:15]=[CH:14][CH:13]=1.[C:29]1(P(C2C=CC=CC=2)C2C=CC=CC=2)C=CC=CC=1.[C:48](=[O:51])([O-])[O-].[Na+].[Na+].CN(C)[CH:56]=[O:57], predict the reaction product. (2) Given the reactants [F:1][C:2]([F:24])([F:23])[O:3][C:4]1[CH:22]=[CH:21][C:7]([O:8][CH:9]2[CH2:13][CH2:12][N:11](C(OC(C)(C)C)=O)[CH2:10]2)=[CH:6][CH:5]=1.C(O)(C(F)(F)F)=O, predict the reaction product. The product is: [F:24][C:2]([F:1])([F:23])[O:3][C:4]1[CH:22]=[CH:21][C:7]([O:8][CH:9]2[CH2:13][CH2:12][NH:11][CH2:10]2)=[CH:6][CH:5]=1. (3) Given the reactants [CH3:1][N:2]1[CH2:6][CH2:5][CH2:4][CH:3]1[CH2:7][CH2:8][N:9]1[C:21]2[CH:20]=[CH:19][C:18]3[C:22](=[O:25])[CH2:23][CH2:24][C:17]=3[C:16]=2[C:15]2[CH:14]=[CH:13][CH:12]=[CH:11][C:10]1=2.[Al+3].[Cl-].[Cl-].[Cl-].[C:30](Cl)([CH3:32])=O.C([O-])(O)=O.[Na+], predict the reaction product. The product is: [CH2:22]([CH:24]1[C:17]2[C:16]3[C:15]4[CH:14]=[CH:13][CH:12]=[CH:11][C:10]=4[N:9]([CH2:8][CH2:7][CH:3]4[CH2:4][CH2:5][CH2:6][N:2]4[CH3:1])[C:21]=3[CH:20]=[CH:19][C:18]=2[C:22](=[O:25])[CH2:23]1)[CH2:23][CH2:24][CH2:17][CH2:18][CH2:19][CH2:20][CH2:21][CH2:16][CH2:15][CH2:10][CH2:11][CH2:12][CH2:13][CH2:30][CH3:32]. (4) Given the reactants [C:1]([N:5]1[C:9]([C:10]2[CH:15]=[CH:14][C:13]([F:16])=[CH:12][CH:11]=2)=[C:8]([C:17](=[S:19])[NH2:18])[CH:7]=[N:6]1)([CH3:4])([CH3:3])[CH3:2].Cl[CH2:21][C:22](=O)[CH2:23][C:24]([O:26][CH2:27][CH3:28])=[O:25], predict the reaction product. The product is: [C:1]([N:5]1[C:9]([C:10]2[CH:15]=[CH:14][C:13]([F:16])=[CH:12][CH:11]=2)=[C:8]([C:17]2[S:19][CH:21]=[C:22]([CH2:23][C:24]([O:26][CH2:27][CH3:28])=[O:25])[N:18]=2)[CH:7]=[N:6]1)([CH3:4])([CH3:2])[CH3:3].